From a dataset of Catalyst prediction with 721,799 reactions and 888 catalyst types from USPTO. Predict which catalyst facilitates the given reaction. (1) Reactant: C([SiH2][O:6][C:7](C)(C)[C:8]1([N:12]2[C:16]3[N:17]=[CH:18][N:19]=[CH:20][C:15]=3[C:14]([C:21]([C:23]3[CH:24]=[C:25]([NH:29][C:30](=[O:39])[CH2:31][C:32]4[CH:37]=[CH:36][C:35]([Cl:38])=[CH:34][CH:33]=4)[CH:26]=[N:27][CH:28]=3)=[O:22])=[CH:13]2)[CH2:11][O:10][CH2:9]1)(C)(C)C.[F-].C([N+](CCCC)(CCCC)CCCC)CCC. Product: [Cl:38][C:35]1[CH:36]=[CH:37][C:32]([CH2:31][C:30]([NH:29][C:25]2[CH:26]=[N:27][CH:28]=[C:23]([C:21]([C:14]3[C:15]4[CH:20]=[N:19][CH:18]=[N:17][C:16]=4[N:12]([C:8]4([CH2:7][OH:6])[CH2:11][O:10][CH2:9]4)[CH:13]=3)=[O:22])[CH:24]=2)=[O:39])=[CH:33][CH:34]=1. The catalyst class is: 1. (2) Reactant: [CH2:1]([N:5]([CH2:25][CH2:26][CH2:27][CH3:28])[C:6]1[CH:11]=[CH:10][C:9]([CH:12]=[CH:13][CH:14]=[CH:15][C:16]2[S:20][C:19]([CH:21]=O)=[CH:18][CH:17]=2)=[C:8]([O:23][CH3:24])[CH:7]=1)[CH2:2][CH2:3][CH3:4].[C:29]([C:31]1[C:32](=[C:39]([C:42]#[N:43])[C:40]#[N:41])[O:33][C:34]([CH3:38])([CH3:37])[C:35]=1[CH3:36])#[N:30].C([O-])(=O)C.[NH4+]. Product: [CH2:25]([N:5]([CH2:1][CH2:2][CH2:3][CH3:4])[C:6]1[CH:11]=[CH:10][C:9]([CH:12]=[CH:13][CH:14]=[CH:15][C:16]2[S:20][C:19]([CH:21]=[CH:36][C:35]3[C:34]([CH3:37])([CH3:38])[O:33][C:32](=[C:39]([C:40]#[N:41])[C:42]#[N:43])[C:31]=3[C:29]#[N:30])=[CH:18][CH:17]=2)=[C:8]([O:23][CH3:24])[CH:7]=1)[CH2:26][CH2:27][CH3:28]. The catalyst class is: 199. (3) Reactant: C([O:3][P:4]([CH2:9][CH2:10][O:11][CH2:12][CH2:13][O:14][CH2:15][CH2:16][O:17][CH2:18][CH2:19][NH:20][C:21](=[O:74])[C@@H:22]([NH:56][C:57](=[O:73])[CH2:58][CH2:59][CH2:60][CH2:61][CH2:62][CH2:63][CH2:64][CH2:65][CH2:66][CH2:67][CH2:68][CH2:69][CH2:70][CH2:71][CH3:72])[CH2:23][S:24][CH2:25][C@H:26]([O:42][C:43](=[O:55])[NH:44][CH2:45][CH2:46][CH2:47][CH2:48][CH2:49][CH2:50][CH2:51][CH2:52][CH2:53][CH3:54])[CH2:27][O:28][C:29](=[O:41])[NH:30][CH2:31][CH2:32][CH2:33][CH2:34][CH2:35][CH2:36][CH2:37][CH2:38][CH2:39][CH3:40])(=[O:8])[O:5]CC)C.C[Si](Br)(C)C. Product: [CH2:45]([NH:44][C:43]([O:42][C@H:26]([CH2:27][O:28][C:29](=[O:41])[NH:30][CH2:31][CH2:32][CH2:33][CH2:34][CH2:35][CH2:36][CH2:37][CH2:38][CH2:39][CH3:40])[CH2:25][S:24][CH2:23][C@H:22]([NH:56][C:57](=[O:73])[CH2:58][CH2:59][CH2:60][CH2:61][CH2:62][CH2:63][CH2:64][CH2:65][CH2:66][CH2:67][CH2:68][CH2:69][CH2:70][CH2:71][CH3:72])[C:21](=[O:74])[NH:20][CH2:19][CH2:18][O:17][CH2:16][CH2:15][O:14][CH2:13][CH2:12][O:11][CH2:10][CH2:9][P:4](=[O:3])([OH:8])[OH:5])=[O:55])[CH2:46][CH2:47][CH2:48][CH2:49][CH2:50][CH2:51][CH2:52][CH2:53][CH3:54]. The catalyst class is: 2. (4) Reactant: [CH3:1][N:2]1[C:6]2[CH:7]=[CH:8][C:9]([N:11]3[CH:16]=[C:15]([C:17]#[N:18])[C:14](=[O:19])[NH:13][C:12]3=[O:20])=[CH:10][C:5]=2[N:4]([CH3:21])[C:3]1=[O:22].Br[CH2:24][C:25]1[CH:30]=[CH:29][CH:28]=[C:27]([C:31]([F:34])([F:33])[F:32])[C:26]=1[CH3:35].C(=O)([O-])[O-].[K+].[K+].[I-].[K+]. Product: [CH3:1][N:2]1[C:6]2[CH:7]=[CH:8][C:9]([N:11]3[CH:16]=[C:15]([C:17]#[N:18])[C:14](=[O:19])[N:13]([CH2:24][C:25]4[CH:30]=[CH:29][CH:28]=[C:27]([C:31]([F:32])([F:33])[F:34])[C:26]=4[CH3:35])[C:12]3=[O:20])=[CH:10][C:5]=2[N:4]([CH3:21])[C:3]1=[O:22]. The catalyst class is: 115. (5) Reactant: O=P12OP3(OP(OP(O3)(O1)=O)(=O)O2)=O.[C:15]1([CH2:21][CH2:22][NH:23][C:24](=O)[C:25]2[CH:30]=[CH:29][CH:28]=[CH:27][CH:26]=2)[CH:20]=[CH:19][CH:18]=[CH:17][CH:16]=1.[OH-].[Na+]. Product: [C:25]1([C:24]2[C:20]3[C:15](=[CH:16][CH:17]=[CH:18][CH:19]=3)[CH2:21][CH2:22][N:23]=2)[CH:30]=[CH:29][CH:28]=[CH:27][CH:26]=1. The catalyst class is: 113. (6) Reactant: [CH2:1]([O:3][C:4]([CH:6]([P:22]([O:27][CH2:28][CH3:29])([O:24][CH2:25][CH3:26])=[O:23])[O:7][C@@H:8]1[CH2:12][C@H:11]([N:13]2[CH:21]=[C:19]([CH3:20])[C:17](=[O:18])[NH:16][C:14]2=[O:15])[CH:10]=[CH:9]1)=[O:5])[CH3:2]. Product: [CH2:1]([O:3][C:4]([CH:6]([P:22]([O:24][CH2:25][CH3:26])([O:27][CH2:28][CH3:29])=[O:23])[O:7][C@@H:8]1[CH2:12][C@H:11]([N:13]2[CH:21]=[C:19]([CH3:20])[C:17](=[O:18])[NH:16][C:14]2=[O:15])[CH2:10][CH2:9]1)=[O:5])[CH3:2]. The catalyst class is: 29. (7) Reactant: COC([CH:5]1[C:20](=[O:21])[C:9]2([CH2:12][N:11]([C:13]([O:15][C:16]([CH3:19])([CH3:18])[CH3:17])=[O:14])[CH2:10]2)[CH2:8][NH:7][C:6]1=[O:22])=O. Product: [C:16]([O:15][C:13]([N:11]1[CH2:12][C:9]2([C:20](=[O:21])[CH2:5][C:6](=[O:22])[NH:7][CH2:8]2)[CH2:10]1)=[O:14])([CH3:19])([CH3:17])[CH3:18]. The catalyst class is: 47. (8) Reactant: [NH2:1][C:2]1[N:3]=[CH:4][C:5]([C:18]2[CH:26]=[CH:25][C:21]([C:22](O)=[O:23])=[CH:20][CH:19]=2)=[N:6][C:7]=1[C:8]1[NH:12][C:11]2[CH:13]=[C:14]([CH3:17])[CH:15]=[CH:16][C:10]=2[N:9]=1.[N:27]1([C:34]([O:36][C:37]([CH3:40])([CH3:39])[CH3:38])=[O:35])[CH2:33][CH2:32][CH2:31][NH:30][CH2:29][CH2:28]1.C(OP(C#N)(=O)OCC)C.CCN(C(C)C)C(C)C. Product: [NH2:1][C:2]1[N:3]=[CH:4][C:5]([C:18]2[CH:26]=[CH:25][C:21]([C:22]([N:30]3[CH2:31][CH2:32][CH2:33][N:27]([C:34]([O:36][C:37]([CH3:40])([CH3:39])[CH3:38])=[O:35])[CH2:28][CH2:29]3)=[O:23])=[CH:20][CH:19]=2)=[N:6][C:7]=1[C:8]1[NH:12][C:11]2[CH:13]=[C:14]([CH3:17])[CH:15]=[CH:16][C:10]=2[N:9]=1. The catalyst class is: 16.